From a dataset of Full USPTO retrosynthesis dataset with 1.9M reactions from patents (1976-2016). Predict the reactants needed to synthesize the given product. (1) Given the product [CH3:1][O:2][C:3]1[CH:4]=[C:5]([CH:9]=[CH:10][C:11]=1[N+:12]([O-:14])=[O:13])[C:6]([Cl:18])=[O:7], predict the reactants needed to synthesize it. The reactants are: [CH3:1][O:2][C:3]1[CH:4]=[C:5]([CH:9]=[CH:10][C:11]=1[N+:12]([O-:14])=[O:13])[C:6](O)=[O:7].C(Cl)(=O)C([Cl:18])=O.ClCCl. (2) Given the product [CH:1]1([C:4]2[C:5]([O:14][C@@H:15]3[CH2:20][CH2:19][CH2:18][N:17]([CH2:21][C:22]4[CH:27]=[CH:26][C:25]([Cl:28])=[C:24]([Cl:29])[CH:23]=4)[CH2:16]3)=[CH:6][C:7]([F:13])=[C:8]([CH:12]=2)[C:9]([NH:45][S:42]([CH3:41])(=[O:44])=[O:43])=[O:10])[CH2:3][CH2:2]1, predict the reactants needed to synthesize it. The reactants are: [CH:1]1([C:4]2[C:5]([O:14][C@@H:15]3[CH2:20][CH2:19][CH2:18][N:17]([CH2:21][C:22]4[CH:27]=[CH:26][C:25]([Cl:28])=[C:24]([Cl:29])[CH:23]=4)[CH2:16]3)=[CH:6][C:7]([F:13])=[C:8]([CH:12]=2)[C:9](O)=[O:10])[CH2:3][CH2:2]1.C(N=C=NCCCN(C)C)C.[CH3:41][S:42]([NH2:45])(=[O:44])=[O:43].